From a dataset of Reaction yield outcomes from USPTO patents with 853,638 reactions. Predict the reaction yield, written as a fraction of the theoretical maximum amount of product (1.0 means a 100% yield; for example, 0.34 means a 34% yield). (1) The reactants are [C-]#N.[Na+].[Cu][C:5]#[N:6].Br[C:8]1[C:9]([NH2:15])=[N:10][CH:11]=[C:12]([Br:14])[N:13]=1. The catalyst is CN(C=O)C. The product is [NH2:15][C:9]1[C:8]([C:5]#[N:6])=[N:13][C:12]([Br:14])=[CH:11][N:10]=1. The yield is 0.520. (2) The reactants are [NH:1](C(OCC1C=CC=CC=1)=O)[C@@H:2]([C:22]([O:24]CC1C=CC=CC=1)=[O:23])[CH2:3][CH2:4][C:5]([NH:7][C@@H:8]([C:19]([OH:21])=[O:20])[CH2:9][C:10]1[C:18]2[C:13](=[CH:14][CH:15]=[CH:16][CH:17]=2)[NH:12][CH:11]=1)=[O:6].ON1C(=O)CCC1=O.CCN=C=NCCCN(C)C.Cl.Cl.CCN(C(C)C)C(C)C.[F:72][C:73]([F:77])([F:76])[CH2:74]O. The catalyst is CN(C=O)C. The product is [NH2:1][C@@H:2]([C:22]([OH:24])=[O:23])[CH2:3][CH2:4][C:5]([NH:7][C@@H:8]([C:19]([O:21][CH2:74][C:73]([F:77])([F:76])[F:72])=[O:20])[CH2:9][C:10]1[C:18]2[C:13](=[CH:14][CH:15]=[CH:16][CH:17]=2)[NH:12][CH:11]=1)=[O:6]. The yield is 0.440. (3) The reactants are [OH:1][C:2]1[CH:7]=[CH:6][C:5]([C:8]2[C:12](=[O:13])[C:11]([CH3:15])([CH3:14])[O:10][C:9]=2[C:16]2[CH:23]=[CH:22][C:19]([C:20]#[N:21])=[CH:18][CH:17]=2)=[CH:4][CH:3]=1.C(=O)([O-])[O-].[Cs+].[Cs+].CN(C=O)C.Cl[CH2:36][C:37]1[N:38]=[C:39]2[CH:44]=[CH:43][CH:42]=[CH:41][N:40]2[CH:45]=1. The catalyst is O. The product is [N:38]1[C:37]([CH2:36][O:1][C:2]2[CH:3]=[CH:4][C:5]([C:8]3[C:12](=[O:13])[C:11]([CH3:14])([CH3:15])[O:10][C:9]=3[C:16]3[CH:17]=[CH:18][C:19]([C:20]#[N:21])=[CH:22][CH:23]=3)=[CH:6][CH:7]=2)=[CH:45][N:40]2[CH:41]=[CH:42][CH:43]=[CH:44][C:39]=12. The yield is 0.600. (4) The reactants are [CH3:1][C:2]1[CH:31]=[CH:30][C:5]([C:6]([NH:8][C:9]2[C:22]3[C:21](=[O:23])[C:20]4[C:15](=[CH:16][CH:17]=[CH:18][CH:19]=4)[C:14](=[O:24])[C:13]=3[CH:12]=[CH:11][C:10]=2[NH:25][C:26](=[O:29])[CH2:27]Cl)=[O:7])=[CH:4][CH:3]=1.CCN(C(C)C)C(C)C.[NH:41]1[CH2:46][CH2:45][S:44][CH2:43][CH2:42]1.C(OCC)(=O)C. The catalyst is O1CCCC1.CCO.CCCCCC. The product is [CH3:1][C:2]1[CH:31]=[CH:30][C:5]([C:6]([NH:8][C:9]2[C:22]3[C:21](=[O:23])[C:20]4[C:15](=[CH:16][CH:17]=[CH:18][CH:19]=4)[C:14](=[O:24])[C:13]=3[CH:12]=[CH:11][C:10]=2[NH:25][C:26](=[O:29])[CH2:27][N:41]2[CH2:46][CH2:45][S:44][CH2:43][CH2:42]2)=[O:7])=[CH:4][CH:3]=1. The yield is 0.510. (5) The reactants are [CH2:1]([O:3][C:4]([C:6]1[CH:10]=[C:9]([C:11]2[CH:16]=[CH:15][N:14]=[C:13]([NH2:17])[N:12]=2)[NH:8][CH:7]=1)=[O:5])[CH3:2].[H-].[Na+].[CH3:20]I. The catalyst is O1CCCC1.CS(C)=O. The product is [CH2:1]([O:3][C:4]([C:6]1[CH:10]=[C:9]([C:11]2[CH:16]=[CH:15][N:14]=[C:13]([NH2:17])[N:12]=2)[N:8]([CH3:20])[CH:7]=1)=[O:5])[CH3:2]. The yield is 0.820. (6) The reactants are [CH3:1][O:2][C:3](=[O:22])[CH:4]([C:6]1[CH:15]=[CH:14][C:13]2[C:8](=[CH:9][CH:10]=[C:11]([O:16][CH2:17][C:18]([O:20][CH3:21])=[O:19])[CH:12]=2)[CH:7]=1)[CH3:5].[C:23]([O-])([O-])=O.[K+].[K+].[I-].[Na+].ClC(C)C(OC)=O. The catalyst is CC(C)=O. The product is [CH3:1][O:2][C:3](=[O:22])[CH:4]([C:6]1[CH:15]=[CH:14][C:13]2[C:8](=[CH:9][CH:10]=[C:11]([O:16][CH:17]([C:18]([O:20][CH3:21])=[O:19])[CH3:23])[CH:12]=2)[CH:7]=1)[CH3:5]. The yield is 0.850. (7) The reactants are [Cl:1][C:2]1[CH:9]=[CH:8][C:5]([C:6]#[N:7])=[C:4]([O:10][C:11]2[CH:16]=[CH:15][CH:14]=[C:13]([CH:17]=O)[C:12]=2[O:19][CH2:20][CH2:21][CH3:22])[CH:3]=1.CN.[C:25]([BH3-])#[N:26].[Na+].[C:29]([OH:36])(=[O:35])/[CH:30]=[CH:31]/[C:32]([OH:34])=[O:33]. The yield is 0.590. The product is [C:29]([OH:36])(=[O:35])/[CH:30]=[CH:31]/[C:32]([OH:34])=[O:33].[Cl:1][C:2]1[CH:9]=[CH:8][C:5]([C:6]#[N:7])=[C:4]([O:10][C:11]2[CH:16]=[CH:15][CH:14]=[C:13]([CH2:17][NH:26][CH3:25])[C:12]=2[O:19][CH2:20][CH2:21][CH3:22])[CH:3]=1. The catalyst is C(O)(=O)C.CO.